This data is from Forward reaction prediction with 1.9M reactions from USPTO patents (1976-2016). The task is: Predict the product of the given reaction. (1) Given the reactants [NH2:1][C:2]1[CH:25]=[C:24]([Cl:26])[C:23]([O:27][CH3:28])=[CH:22][C:3]=1[O:4][CH2:5][C:6]([N:8]1[CH2:13][CH2:12][CH:11]([O:14][C:15]2[CH:20]=[CH:19][C:18]([F:21])=[CH:17][CH:16]=2)[CH2:10][CH2:9]1)=[O:7].C(N(CC)CC)C.[C:36](Cl)(=[O:38])[CH3:37], predict the reaction product. The product is: [Cl:26][C:24]1[C:23]([O:27][CH3:28])=[CH:22][C:3]([O:4][CH2:5][C:6]([N:8]2[CH2:9][CH2:10][CH:11]([O:14][C:15]3[CH:16]=[CH:17][C:18]([F:21])=[CH:19][CH:20]=3)[CH2:12][CH2:13]2)=[O:7])=[C:2]([NH:1][C:36](=[O:38])[CH3:37])[CH:25]=1. (2) Given the reactants [CH2:1]([O:3][C:4]1[CH:9]=[CH:8][CH:7]=[CH:6][C:5]=1[C:10]1[CH:15]=[CH:14][CH:13]=[CH:12][C:11]=1[C:16]1[N:20]([C:21]2[CH:26]=[CH:25][CH:24]=[CH:23][C:22]=2[F:27])[N:19]=[N:18][N:17]=1)[CH3:2].I[CH:29](C)C, predict the reaction product. The product is: [F:27][C:22]1[CH:23]=[CH:24][CH:25]=[CH:26][C:21]=1[N:20]1[C:16]([C:11]2[CH:12]=[CH:13][CH:14]=[CH:15][C:10]=2[C:5]2[CH:6]=[CH:7][CH:8]=[CH:9][C:4]=2[O:3][CH:1]([CH3:29])[CH3:2])=[N:17][N:18]=[N:19]1. (3) The product is: [Br:24][C:13]1[CH:14]=[C:15]2[C:5]3([CH2:6][CH2:7][N:2]([CH3:1])[CH2:3][CH2:4]3)[C:8](=[O:16])[NH:9][C:10]2=[CH:11][CH:12]=1. Given the reactants [CH3:1][N:2]1[CH2:7][CH2:6][C:5]2([C:15]3[C:10](=[CH:11][CH:12]=[CH:13][CH:14]=3)[NH:9][C:8]2=[O:16])[CH2:4][CH2:3]1.C1C(=O)N([Br:24])C(=O)C1, predict the reaction product.